This data is from Full USPTO retrosynthesis dataset with 1.9M reactions from patents (1976-2016). The task is: Predict the reactants needed to synthesize the given product. (1) Given the product [C:1]([NH:5][C:6](=[O:7])[OH:8])([CH3:4])([CH3:3])[CH3:2].[O:9]=[CH:10][CH2:11][CH2:12][CH2:13][CH2:14][CH2:15][CH2:16][CH2:17][CH2:18][CH2:19][CH2:20][CH2:21][C:22]1([S:25]([NH2:28])(=[O:26])=[O:27])[CH2:24][CH2:23]1, predict the reactants needed to synthesize it. The reactants are: [C:1]([NH:5][C:6](=[O:8])[OH:7])([CH3:4])([CH3:3])[CH3:2].[OH:9][CH2:10][CH2:11][CH2:12][CH2:13][CH2:14][CH2:15][CH2:16][CH2:17][CH2:18][CH2:19][CH2:20][CH2:21][C:22]1([S:25]([NH2:28])(=[O:27])=[O:26])[CH2:24][CH2:23]1.C1C=C[NH+]=CC=1.[O-][Cr](Cl)(=O)=O. (2) Given the product [C:3]([CH:2]([C:1]#[N:5])[CH2:20][C@H:21]([NH:26][C:27]([C:40]1[CH:45]=[CH:44][CH:43]=[CH:42][CH:41]=1)([C:34]1[CH:35]=[CH:36][CH:37]=[CH:38][CH:39]=1)[C:28]1[CH:33]=[CH:32][CH:31]=[CH:30][CH:29]=1)[C:22]([O:24][CH3:25])=[O:23])#[N:4], predict the reactants needed to synthesize it. The reactants are: [C:1](#[N:5])[CH2:2][C:3]#[N:4].CN(P(N(C)C)(N(C)C)=O)C.[H-].[Na+].I[CH2:20][C@H:21]([NH:26][C:27]([C:40]1[CH:45]=[CH:44][CH:43]=[CH:42][CH:41]=1)([C:34]1[CH:39]=[CH:38][CH:37]=[CH:36][CH:35]=1)[C:28]1[CH:33]=[CH:32][CH:31]=[CH:30][CH:29]=1)[C:22]([O:24][CH3:25])=[O:23]. (3) The reactants are: C[Al](C)C.[CH3:5][O:6][C:7]1[CH:8]=[C:9]([CH2:15][CH2:16][C:17]2[CH:18]=[C:19]([NH2:22])[NH:20][N:21]=2)[CH:10]=[C:11]([O:13][CH3:14])[CH:12]=1.[CH3:23][CH:24]1[N:29]([CH3:30])[CH2:28][CH2:27][N:26]([C:31]2[N:36]=[CH:35][C:34]([C:37](OC)=[O:38])=[CH:33][N:32]=2)[CH2:25]1.Cl. Given the product [CH3:14][O:13][C:11]1[CH:10]=[C:9]([CH2:15][CH2:16][C:17]2[CH:18]=[C:19]([NH:22][C:37]([C:34]3[CH:33]=[N:32][C:31]([N:26]4[CH2:27][CH2:28][N:29]([CH3:30])[CH:24]([CH3:23])[CH2:25]4)=[N:36][CH:35]=3)=[O:38])[NH:20][N:21]=2)[CH:8]=[C:7]([O:6][CH3:5])[CH:12]=1, predict the reactants needed to synthesize it. (4) Given the product [Br:1][C:2]1[CH:3]=[C:4]([Cl:11])[C:5]([C:8]([O:10][C:13]([CH3:15])([CH3:14])[CH3:12])=[O:9])=[N:6][CH:7]=1, predict the reactants needed to synthesize it. The reactants are: [Br:1][C:2]1[CH:3]=[C:4]([Cl:11])[C:5]([C:8]([OH:10])=[O:9])=[N:6][CH:7]=1.[CH3:12][C:13](OC(OC(O[C:13]([CH3:15])([CH3:14])[CH3:12])=O)=O)([CH3:15])[CH3:14].[NH4+].[Cl-]. (5) Given the product [C:2]1([NH:1][S:9]([CH3:8])(=[O:11])=[O:10])[CH:7]=[CH:6][CH:5]=[CH:4][CH:3]=1, predict the reactants needed to synthesize it. The reactants are: [NH2:1][C:2]1[CH:7]=[CH:6][CH:5]=[CH:4][CH:3]=1.[CH3:8][S:9](Cl)(=[O:11])=[O:10].